This data is from Full USPTO retrosynthesis dataset with 1.9M reactions from patents (1976-2016). The task is: Predict the reactants needed to synthesize the given product. (1) Given the product [CH3:19][O:20][CH2:21][CH2:22][O:23][CH2:24][CH2:25][N:26]1[C:34]2[C:29](=[CH:30][C:31]([NH:35][C:12]([C:10]3[N:11]=[C:7]([C:1]4[CH:2]=[CH:3][CH:4]=[CH:5][CH:6]=4)[O:8][C:9]=3[C:15]([F:18])([F:17])[F:16])=[O:14])=[CH:32][CH:33]=2)[C:28](=[O:38])[NH:27]1, predict the reactants needed to synthesize it. The reactants are: [C:1]1([C:7]2[O:8][C:9]([C:15]([F:18])([F:17])[F:16])=[C:10]([C:12]([OH:14])=O)[N:11]=2)[CH:6]=[CH:5][CH:4]=[CH:3][CH:2]=1.[CH3:19][O:20][CH2:21][CH2:22][O:23][CH2:24][CH2:25][N:26]1[C:34]2[C:29](=[CH:30][C:31]([N+:35]([O-])=O)=[CH:32][CH:33]=2)[C:28](=[O:38])[NH:27]1.C(N1C2C(=CC(NC(C3C(C)=NN(C4C=CC=CC=4)N=3)=O)=CC=2)C(=O)N1)C. (2) Given the product [ClH:1].[ClH:1].[CH3:2][O:3][C:4]1[N:9]=[C:8](/[CH:10]=[CH:11]/[C:12]([NH:14][NH2:15])=[O:13])[CH:7]=[CH:6][C:5]=1[N:23]1[CH:27]=[C:26]([CH3:28])[N:25]=[CH:24]1, predict the reactants needed to synthesize it. The reactants are: [ClH:1].[CH3:2][O:3][C:4]1[N:9]=[C:8](/[CH:10]=[CH:11]/[C:12]([NH:14][NH:15]C(OC(C)(C)C)=O)=[O:13])[CH:7]=[CH:6][C:5]=1[N:23]1[CH:27]=[C:26]([CH3:28])[N:25]=[CH:24]1.C(O)CCC.CC(OC)(C)C. (3) Given the product [Br:16][C:13]1[CH:14]=[CH:15][C:10]([CH:7]([CH2:6][CH2:5][OH:4])[C:8]#[N:9])=[C:11]([CH3:17])[CH:12]=1, predict the reactants needed to synthesize it. The reactants are: [BH4-].[Li+].C[O:4][C:5](=O)[CH2:6][CH:7]([C:10]1[CH:15]=[CH:14][C:13]([Br:16])=[CH:12][C:11]=1[CH3:17])[C:8]#[N:9].OS([O-])(=O)=O.[K+].[O-]S([O-])(=O)=O.[Na+].[Na+]. (4) Given the product [CH2:20]1[C:21]2[C:26](=[CH:25][CH:24]=[CH:23][CH:22]=2)[CH2:27][CH2:18][NH:19]1, predict the reactants needed to synthesize it. The reactants are: C1C2C(=CC=CC=2)C=CC=1O.C1([C@H:18]2[CH2:27][C:26]3[C:21](=[CH:22][CH:23]=[CH:24][CH:25]=3)[CH:20]=[N:19]2)C=CC=CC=1. (5) Given the product [C:1]([O:5][C:6](=[O:20])[NH:7][CH2:8][C:9]1[CH:14]=[C:13]([CH3:15])[C:12]([CH2:16][NH2:17])=[C:11]([O:18][CH3:19])[N:10]=1)([CH3:3])([CH3:4])[CH3:2], predict the reactants needed to synthesize it. The reactants are: [C:1]([O:5][C:6](=[O:20])[NH:7][CH2:8][C:9]1[CH:14]=[C:13]([CH3:15])[C:12]([C:16]#[N:17])=[C:11]([O:18][CH3:19])[N:10]=1)([CH3:4])([CH3:3])[CH3:2].